The task is: Binary Classification. Given a T-cell receptor sequence (or CDR3 region) and an epitope sequence, predict whether binding occurs between them.. This data is from TCR-epitope binding with 47,182 pairs between 192 epitopes and 23,139 TCRs. (1) The epitope is FLNGSCGSV. The TCR CDR3 sequence is CASSSSFEAFF. Result: 1 (the TCR binds to the epitope). (2) The epitope is NLNESLIDL. The TCR CDR3 sequence is CASSVTTGDGQFF. Result: 0 (the TCR does not bind to the epitope). (3) The epitope is EEHVQIHTI. The TCR CDR3 sequence is CASRSQGAYEQYF. Result: 1 (the TCR binds to the epitope). (4) The epitope is YLNTLTLAV. The TCR CDR3 sequence is CASSPGTGDEQYF. Result: 1 (the TCR binds to the epitope). (5) The epitope is TLVPQEHYV. The TCR CDR3 sequence is CASSFYGGGGQYF. Result: 0 (the TCR does not bind to the epitope). (6) The epitope is SFHSLHLLF. The TCR CDR3 sequence is CASGRWETQYF. Result: 0 (the TCR does not bind to the epitope). (7) The epitope is FPPTSFGPL. The TCR CDR3 sequence is CASSLTVGGANEQFF. Result: 1 (the TCR binds to the epitope).